From a dataset of Forward reaction prediction with 1.9M reactions from USPTO patents (1976-2016). Predict the product of the given reaction. (1) Given the reactants [OH:1][CH2:2][CH2:3][O:4][C:5]1[CH:10]=[CH:9][C:8]([C:11]#[C:12][CH2:13][CH2:14][N:15]2[C:19](=[O:20])[C:18]3=[CH:21][CH:22]=[CH:23][CH:24]=[C:17]3[C:16]2=[O:25])=[CH:7][CH:6]=1.[H][H], predict the reaction product. The product is: [OH:1][CH2:2][CH2:3][O:4][C:5]1[CH:10]=[CH:9][C:8]([CH2:11][CH2:12][CH2:13][CH2:14][N:15]2[C:16](=[O:25])[C:17]3=[CH:24][CH:23]=[CH:22][CH:21]=[C:18]3[C:19]2=[O:20])=[CH:7][CH:6]=1. (2) Given the reactants [NH2:1][C:2]1[C:3](C#CCCCCC(O)=O)=[N:4][C:5]([C:15]2[CH:20]=[CH:19][C:18]([CH3:21])=[CH:17][CH:16]=2)=[C:6]([C:8]2[CH:13]=[CH:12][C:11]([CH3:14])=[CH:10][CH:9]=2)[N:7]=1.[CH2:31]([OH:35])[CH2:32][C:33]#[CH:34], predict the reaction product. The product is: [NH2:1][C:2]1[C:3]([C:34]#[C:33][CH2:32][CH2:31][OH:35])=[N:4][C:5]([C:15]2[CH:20]=[CH:19][C:18]([CH3:21])=[CH:17][CH:16]=2)=[C:6]([C:8]2[CH:13]=[CH:12][C:11]([CH3:14])=[CH:10][CH:9]=2)[N:7]=1. (3) The product is: [C:20]([C:19]1[CH:22]=[CH:23][C:16]([O:15][C:2]2[CH:14]=[CH:13][C:5]([C:6]([O:8][C:9]([CH3:12])([CH3:11])[CH3:10])=[O:7])=[CH:4][CH:3]=2)=[CH:17][CH:18]=1)#[N:21]. Given the reactants F[C:2]1[CH:14]=[CH:13][C:5]([C:6]([O:8][C:9]([CH3:12])([CH3:11])[CH3:10])=[O:7])=[CH:4][CH:3]=1.[OH:15][C:16]1[CH:23]=[CH:22][C:19]([C:20]#[N:21])=[CH:18][CH:17]=1.C(=O)([O-])[O-].[K+].[K+], predict the reaction product. (4) Given the reactants [CH:1]1[C:6]2[C:7](=[O:16])[NH:8][C:9]3[CH:15]=[CH:14][CH:13]=[CH:12][C:10]=3[O:11][C:5]=2[CH:4]=[CH:3][CH:2]=1.C(N(CC)CC)C.[CH2:24]([O:26][C:27]([C:29]1[CH:34]=[CH:33][C:32](B(O)O)=[CH:31][CH:30]=1)=[O:28])[CH3:25], predict the reaction product. The product is: [O:16]=[C:7]1[C:6]2[CH:1]=[CH:2][CH:3]=[CH:4][C:5]=2[O:11][C:10]2[CH:12]=[CH:13][CH:14]=[CH:15][C:9]=2[N:8]1[C:32]1[CH:33]=[CH:34][C:29]([C:27]([O:26][CH2:24][CH3:25])=[O:28])=[CH:30][CH:31]=1. (5) Given the reactants Cl[C:2]1[CH:3]=[CH:4][N:5]=[C:6]2[C:11]=1[N:10]=[C:9]([C:12]1[CH:13]=[C:14]([NH:18][S:19]([C:22]3[CH:27]=[CH:26][CH:25]=[CH:24][CH:23]=3)(=[O:21])=[O:20])[CH:15]=[N:16][CH:17]=1)[CH:8]=[CH:7]2.[NH:28]1[CH2:33][CH2:32][CH:31]([OH:34])[CH2:30][CH2:29]1.C(=O)([O-])[O-].[Na+].[Na+], predict the reaction product. The product is: [OH:34][CH:31]1[CH2:32][CH2:33][N:28]([C:2]2[CH:3]=[CH:4][N:5]=[C:6]3[C:11]=2[N:10]=[C:9]([C:12]2[CH:13]=[C:14]([NH:18][S:19]([C:22]4[CH:27]=[CH:26][CH:25]=[CH:24][CH:23]=4)(=[O:21])=[O:20])[CH:15]=[N:16][CH:17]=2)[CH:8]=[CH:7]3)[CH2:29][CH2:30]1. (6) Given the reactants [CH3:1][N:2]1[CH:6]=[CH:5][C:4]([NH:7][C:8]([C:10]2[C:15]([NH:16][C:17]3[CH:18]=N[CH:20]=[CH:21][CH:22]=3)=[CH:14][CH:13]=[C:12]([CH3:23])[N:11]=2)=[O:9])=[N:3]1.BrC1C=CC=[C:27]([F:31])C=1, predict the reaction product. The product is: [CH3:1][N:2]1[CH:6]=[CH:5][C:4]([NH:7][C:8]([C:10]2[C:15]([NH:16][C:17]3[CH:22]=[CH:21][CH:20]=[C:27]([F:31])[CH:18]=3)=[CH:14][CH:13]=[C:12]([CH3:23])[N:11]=2)=[O:9])=[N:3]1. (7) Given the reactants C[Si]([N-][Si](C)(C)C)(C)C.[Na+].[F:11][CH:12]([F:39])[CH2:13][N:14]([S:25]([CH2:28][C:29]1[CH:34]=[CH:33][CH:32]=[CH:31][C:30]=1[C:35]([F:38])([F:37])[F:36])(=[O:27])=[O:26])[C:15]1[N:24]=[CH:23][CH:22]=[CH:21][C:16]=1[C:17](OC)=[O:18].Cl, predict the reaction product. The product is: [F:11][CH:12]([F:39])[CH2:13][N:14]1[C:15]2[N:24]=[CH:23][CH:22]=[CH:21][C:16]=2[C:17]([OH:18])=[C:28]([C:29]2[CH:34]=[CH:33][CH:32]=[CH:31][C:30]=2[C:35]([F:36])([F:38])[F:37])[S:25]1(=[O:26])=[O:27]. (8) Given the reactants [CH2:1]([O:8][C:9]1[CH:14]=[CH:13][C:12]([C:15]2[N:16]=[CH:17][NH:18][CH:19]=2)=[CH:11][CH:10]=1)[C:2]1[CH:7]=[CH:6][CH:5]=[CH:4][CH:3]=1.[H-].[Na+].[CH3:22][O:23][C:24]1[CH:29]=[CH:28][C:27]([N:30]2[CH2:35][CH2:34][CH:33]([N:36]([CH3:40])[C:37](Cl)=[O:38])[CH2:32][CH2:31]2)=[CH:26][CH:25]=1, predict the reaction product. The product is: [CH2:1]([O:8][C:9]1[CH:14]=[CH:13][C:12]([C:15]2[N:16]=[CH:17][N:18]([C:37]([N:36]([CH:33]3[CH2:34][CH2:35][N:30]([C:27]4[CH:26]=[CH:25][C:24]([O:23][CH3:22])=[CH:29][CH:28]=4)[CH2:31][CH2:32]3)[CH3:40])=[O:38])[CH:19]=2)=[CH:11][CH:10]=1)[C:2]1[CH:3]=[CH:4][CH:5]=[CH:6][CH:7]=1. (9) Given the reactants [Br:1][C:2]1[CH:3]=[N:4][CH:5]=[C:6]([CH:10]=1)[C:7]([OH:9])=[O:8].S(Cl)(Cl)=O.C([O-])(O)=O.[Na+].[CH2:20](O)[CH3:21], predict the reaction product. The product is: [Br:1][C:2]1[CH:3]=[N:4][CH:5]=[C:6]([CH:10]=1)[C:7]([O:9][CH2:20][CH3:21])=[O:8]. (10) Given the reactants Cl.[CH2:2]([N:9]1[C:17]2[C:12](=[CH:13][C:14]([NH:18][C:19]3[C:28]4[C:23](=[CH:24][C:25]([C:29]5[O:30][C:31]([CH:34]6OCC[O:35]6)=[CH:32][CH:33]=5)=[CH:26][CH:27]=4)[N:22]=[CH:21][N:20]=3)=[CH:15][CH:16]=2)[CH:11]=[N:10]1)[C:3]1[CH:8]=[CH:7][CH:6]=[CH:5][CH:4]=1.Cl, predict the reaction product. The product is: [CH2:2]([N:9]1[C:17]2[C:12](=[CH:13][C:14]([NH:18][C:19]3[C:28]4[C:23](=[CH:24][C:25]([C:29]5[O:30][C:31]([CH:34]=[O:35])=[CH:32][CH:33]=5)=[CH:26][CH:27]=4)[N:22]=[CH:21][N:20]=3)=[CH:15][CH:16]=2)[CH:11]=[N:10]1)[C:3]1[CH:8]=[CH:7][CH:6]=[CH:5][CH:4]=1.